Dataset: Reaction yield outcomes from USPTO patents with 853,638 reactions. Task: Predict the reaction yield, written as a fraction of the theoretical maximum amount of product (1.0 means a 100% yield; for example, 0.34 means a 34% yield). The reactants are [CH2:1]([C@H:4]1[C:8](=[O:9])[N:7]([C:10]([O:12][C:13]([CH3:16])([CH3:15])[CH3:14])=[O:11])[C@H:6]([C:17](OCC)=[O:18])[CH2:5]1)[CH:2]=[CH2:3].[BH4-].[Na+]. The catalyst is CO.O. The product is [OH:18][CH2:17][C@@H:6]([NH:7][C:10](=[O:11])[O:12][C:13]([CH3:16])([CH3:15])[CH3:14])[CH2:5][C@H:4]([CH2:8][OH:9])[CH2:1][CH:2]=[CH2:3]. The yield is 0.850.